From a dataset of Peptide-MHC class II binding affinity with 134,281 pairs from IEDB. Regression. Given a peptide amino acid sequence and an MHC pseudo amino acid sequence, predict their binding affinity value. This is MHC class II binding data. (1) The peptide sequence is GELQKVDKIDAAFKI. The MHC is DRB1_1501 with pseudo-sequence DRB1_1501. The binding affinity (normalized) is 0.294. (2) The peptide sequence is CGERTEGRCLHYTVDKSK. The MHC is H-2-IEd with pseudo-sequence H-2-IEd. The binding affinity (normalized) is 0. (3) The peptide sequence is KLNKFVSPKSVVGNF. The MHC is DRB1_0901 with pseudo-sequence DRB1_0901. The binding affinity (normalized) is 0.372. (4) The peptide sequence is YDKFLYNVSTVLTGK. The MHC is DRB1_0401 with pseudo-sequence DRB1_0401. The binding affinity (normalized) is 0.793. (5) The peptide sequence is AYDTYKSIPSLEAAV. The MHC is HLA-DQA10101-DQB10501 with pseudo-sequence HLA-DQA10101-DQB10501. The binding affinity (normalized) is 0.206. (6) The peptide sequence is GTGSLVITASMSGHI. The MHC is DRB1_1001 with pseudo-sequence DRB1_1001. The binding affinity (normalized) is 0.603. (7) The peptide sequence is GELQIVKKIDAAFKI. The MHC is DRB1_0101 with pseudo-sequence DRB1_0101. The binding affinity (normalized) is 0.606. (8) The peptide sequence is CISMIGLCACVVDVW. The binding affinity (normalized) is 0.412. The MHC is DRB1_1201 with pseudo-sequence DRB1_1201.